From a dataset of Catalyst prediction with 721,799 reactions and 888 catalyst types from USPTO. Predict which catalyst facilitates the given reaction. (1) Reactant: [F:1][C:2]1[CH:7]=[CH:6][C:5]([C:8]2[NH:12][C:11]([C@@H:13]3[CH2:17][CH2:16][CH2:15][N:14]3C(OC(C)(C)C)=O)=[N:10][CH:9]=2)=[CH:4][CH:3]=1. Product: [F:1][C:2]1[CH:3]=[CH:4][C:5]([C:8]2[NH:12][C:11]([C@@H:13]3[CH2:17][CH2:16][CH2:15][NH:14]3)=[N:10][CH:9]=2)=[CH:6][CH:7]=1. The catalyst class is: 137. (2) Reactant: Cl[C:2]1[CH:7]=[CH:6][CH:5]=[CH:4][N:3]=1.[C:8]1([SH:14])[CH:13]=[CH:12][CH:11]=[CH:10][CH:9]=1.C([O-])([O-])=[O:16].[K+].[K+].C(O)(=O)C.[O-]Cl.[Na+].[OH-:28].[Na+]. Product: [C:8]1([S:14]([C:2]2[CH:7]=[CH:6][CH:5]=[CH:4][N:3]=2)(=[O:16])=[O:28])[CH:13]=[CH:12][CH:11]=[CH:10][CH:9]=1. The catalyst class is: 136. (3) Reactant: [OH:1][CH2:2][C:3]1[N:4]([CH3:11])[CH:5]=[C:6]([N+:8]([O-:10])=[O:9])[CH:7]=1.[H-].[Na+].C([CH:18]([N:25]=[C:26]=[S:27])[C:19]1[CH:24]=[CH:23][CH:22]=[CH:21][CH:20]=1)(C)(C)C. Product: [CH3:11][N:4]1[CH:5]=[C:6]([N+:8]([O-:10])=[O:9])[CH:7]=[C:3]1[CH2:2][O:1][C:26](=[S:27])[NH:25][CH2:18][C:19]1[CH:20]=[CH:21][C:22]([C:19]([CH3:24])([CH3:20])[CH3:18])=[CH:23][CH:24]=1. The catalyst class is: 7. (4) Product: [CH3:35][O:34][C:31]1[CH:30]=[CH:29][C:28]([O:27][C:16]2[CH:17]=[C:18]([C:21]3[NH:25][C:24](=[O:26])[O:23][N:22]=3)[CH:19]=[CH:20][C:15]=2[NH:14][CH2:13][C@@H:9]2[CH2:10][CH2:11][CH2:12][NH:8]2)=[CH:33][CH:32]=1. Reactant: C(OC([N:8]1[CH2:12][CH2:11][CH2:10][C@H:9]1[CH2:13][NH:14][C:15]1[CH:20]=[CH:19][C:18]([C:21]2[NH:25][C:24](=[O:26])[O:23][N:22]=2)=[CH:17][C:16]=1[O:27][C:28]1[CH:33]=[CH:32][C:31]([O:34][CH3:35])=[CH:30][CH:29]=1)=O)(C)(C)C.C(O)(C(F)(F)F)=O. The catalyst class is: 2. (5) Reactant: [NH2:1][C:2]1[CH:6]=[CH:5][S:4][C:3]=1[C:7]([O:9][CH3:10])=[O:8].[F:11][C:12]([F:23])([F:22])[C:13](O[C:13](=[O:14])[C:12]([F:23])([F:22])[F:11])=[O:14]. Product: [F:11][C:12]([F:23])([F:22])[C:13]([NH:1][C:2]1[CH:6]=[CH:5][S:4][C:3]=1[C:7]([O:9][CH3:10])=[O:8])=[O:14]. The catalyst class is: 28. (6) Reactant: [CH3:1][C:2]1([CH3:30])[CH2:7][C:6]([CH3:9])([CH3:8])[CH2:5][C:4](=[C:10]([C:18]2[CH:23]=[CH:22][C:21]([C:24]#[C:25][Si](C)(C)C)=[CH:20][CH:19]=2)[C:11]2[CH:16]=[CH:15][C:14]([OH:17])=[CH:13][CH:12]=2)[CH2:3]1.C([O-])([O-])=O.[K+].[K+].O. Product: [C:24]([C:21]1[CH:22]=[CH:23][C:18]([C:10](=[C:4]2[CH2:3][C:2]([CH3:30])([CH3:1])[CH2:7][C:6]([CH3:9])([CH3:8])[CH2:5]2)[C:11]2[CH:16]=[CH:15][C:14]([OH:17])=[CH:13][CH:12]=2)=[CH:19][CH:20]=1)#[CH:25]. The catalyst class is: 5. (7) Reactant: C[N:2]1[C:15]2[C:14]3[C:9](=[CH:10][CH:11]=[CH:12][N:13]=3)[C:8]3[CH:16]=[CH:17][CH:18]=[CH:19][C:7]=3[C:6]=2[CH:5]=[CH:4][C:3]1=O.P(Cl)(Cl)(Cl)(Cl)[Cl:22]. Product: [Cl:22][C:3]1[CH:4]=[CH:5][C:6]2[C:7]3[CH:19]=[CH:18][CH:17]=[CH:16][C:8]=3[C:9]3[C:14](=[N:13][CH:12]=[CH:11][CH:10]=3)[C:15]=2[N:2]=1. The catalyst class is: 265. (8) Reactant: C([O:4][CH2:5][CH2:6][C:7]([O:10][C:11]([CH3:19])([CH3:18])[CH2:12][CH2:13][O:14]C(=O)C)([CH3:9])[CH3:8])(=O)C. Product: [O:10]([C:11]([CH3:19])([CH3:18])[CH2:12][CH2:13][OH:14])[C:7]([CH3:8])([CH3:9])[CH2:6][CH2:5][OH:4]. The catalyst class is: 328. (9) Reactant: [CH3:1][S:2]([C:5]1[CH:6]=[C:7]([C:11]2[N:16]3[N:17]=[C:18]([NH:20][C:21]4[CH:26]=[CH:25][C:24]([CH2:27][OH:28])=[CH:23][CH:22]=4)[N:19]=[C:15]3[CH:14]=[CH:13][CH:12]=2)[CH:8]=[CH:9][CH:10]=1)(=[O:4])=[O:3].[OH-].[K+].I[CH3:32]. Product: [CH3:32][O:28][CH2:27][C:24]1[CH:23]=[CH:22][C:21]([NH:20][C:18]2[N:19]=[C:15]3[CH:14]=[CH:13][CH:12]=[C:11]([C:7]4[CH:8]=[CH:9][CH:10]=[C:5]([S:2]([CH3:1])(=[O:4])=[O:3])[CH:6]=4)[N:16]3[N:17]=2)=[CH:26][CH:25]=1. The catalyst class is: 16. (10) Product: [Br:1][C:2]1[CH:3]=[CH:4][C:5]([N:8]2[CH2:21][CH2:20][C:11]3[N:12]([CH2:30][CH2:29][C:26]4[CH:25]=[N:24][C:23]([CH3:22])=[CH:28][CH:27]=4)[C:13]4[CH:14]=[CH:15][C:16]([CH3:19])=[CH:17][C:18]=4[C:10]=3[CH2:9]2)=[CH:6][CH:7]=1. The catalyst class is: 37. Reactant: [Br:1][C:2]1[CH:7]=[CH:6][C:5]([N:8]2[CH2:21][CH2:20][C:11]3[NH:12][C:13]4[CH:14]=[CH:15][C:16]([CH3:19])=[CH:17][C:18]=4[C:10]=3[CH2:9]2)=[CH:4][CH:3]=1.[CH3:22][C:23]1[CH:28]=[CH:27][C:26]([CH:29]=[CH2:30])=[CH:25][N:24]=1.[OH-].[K+].